Task: Predict the reaction yield, written as a fraction of the theoretical maximum amount of product (1.0 means a 100% yield; for example, 0.34 means a 34% yield).. Dataset: Reaction yield outcomes from USPTO patents with 853,638 reactions (1) The reactants are [C:1]([O:5][C:6](=[O:19])[NH:7][CH:8]([C:12]1[CH:17]=[CH:16][C:15]([Cl:18])=[CH:14][CH:13]=1)[CH2:9][CH2:10][NH2:11])([CH3:4])([CH3:3])[CH3:2].C(N(C(C)C)C(C)C)C.Cl[C:30]([O:32][CH2:33][C:34]1[CH:39]=[CH:38][CH:37]=[CH:36][CH:35]=1)=[O:31]. The catalyst is ClCCl. The product is [CH2:33]([O:32][C:30](=[O:31])[NH:11][CH2:10][CH2:9][CH:8]([NH:7][C:6]([O:5][C:1]([CH3:4])([CH3:2])[CH3:3])=[O:19])[C:12]1[CH:13]=[CH:14][C:15]([Cl:18])=[CH:16][CH:17]=1)[C:34]1[CH:39]=[CH:38][CH:37]=[CH:36][CH:35]=1. The yield is 0.490. (2) The reactants are C([O:8][C:9]1[CH:18]=[C:17]2[N:11]([CH2:12][CH2:13][CH2:14][N:15]([C:19]([C:21]3[CH:26]=[CH:25][C:24]([F:27])=[CH:23][CH:22]=3)=[O:20])[CH2:16]2)[N:10]=1)C1C=CC=CC=1. The catalyst is CCOC(C)=O.CN(C=O)C.[OH-].[OH-].[Pd+2]. The product is [F:27][C:24]1[CH:25]=[CH:26][C:21]([C:19]([N:15]2[CH2:14][CH2:13][CH2:12][N:11]3[C:17](=[CH:18][C:9]([OH:8])=[N:10]3)[CH2:16]2)=[O:20])=[CH:22][CH:23]=1. The yield is 0.930.